This data is from Human liver microsome stability data. The task is: Regression/Classification. Given a drug SMILES string, predict its absorption, distribution, metabolism, or excretion properties. Task type varies by dataset: regression for continuous measurements (e.g., permeability, clearance, half-life) or binary classification for categorical outcomes (e.g., BBB penetration, CYP inhibition). Dataset: hlm. (1) The drug is Cc1sc2ccccc2c1[C@@H]1C=CN=CN1. The result is 0 (unstable in human liver microsomes). (2) The drug is Cc1ccccc1-c1ccc2ncn(C)c2c1CN. The result is 0 (unstable in human liver microsomes). (3) The drug is c1ccc(Cn2nnnc2C(c2ccc(-c3ccccn3)cc2)N2CCCN(C3CCC3)CC2)cc1. The result is 1 (stable in human liver microsomes). (4) The molecule is Cc1ccc(S(=O)(=O)N2CCC(C(=O)Nc3ccc(S(=O)(=O)C(F)(F)F)cc3)CC2)c(C)c1. The result is 0 (unstable in human liver microsomes). (5) The molecule is CCC(CC)O[C@@H]1C=C(C(=O)O)C[C@H](NCc2ccc(Sc3ccccc3)cc2)[C@H]1NC(C)=O. The result is 0 (unstable in human liver microsomes). (6) The molecule is COc1ccc2[nH]c(SCCCO)nc2c1. The result is 0 (unstable in human liver microsomes). (7) The drug is [2H]C([2H])(c1cc(Cl)ccc1NCc1ccc(S(C)(=O)=O)cc1)N1CCN(C(=O)CNC(=O)C2CC23CCC(F)(F)CC3)CC1. The result is 1 (stable in human liver microsomes). (8) The molecule is CC(C)(C)C(=O)N=C(Nc1ccc(Cl)c(Cl)c1)Nc1nccn1C(C)(C)C. The result is 0 (unstable in human liver microsomes). (9) The molecule is CS(=O)(=O)Nc1ccc2c(c1)S(=O)(=O)NC(C1=C(O)[C@H]3CCC[C@H]3N(Cc3ccc(F)cc3)C1=O)=N2. The result is 0 (unstable in human liver microsomes).